Regression/Classification. Given a drug SMILES string, predict its absorption, distribution, metabolism, or excretion properties. Task type varies by dataset: regression for continuous measurements (e.g., permeability, clearance, half-life) or binary classification for categorical outcomes (e.g., BBB penetration, CYP inhibition). For this dataset (lipophilicity_astrazeneca), we predict Y. From a dataset of Experimental lipophilicity measurements (octanol/water distribution) for 4,200 compounds from AstraZeneca. The molecule is O=C(NC[C@@H](O)CN1CCC(Oc2ccc(Cl)c(Cl)c2)CC1)c1c[nH]c(=O)c2ccccc12. The Y is 3.42 logD.